This data is from Peptide-MHC class I binding affinity with 185,985 pairs from IEDB/IMGT. The task is: Regression. Given a peptide amino acid sequence and an MHC pseudo amino acid sequence, predict their binding affinity value. This is MHC class I binding data. (1) The peptide sequence is VTEQAIEDVW. The MHC is Mamu-B17 with pseudo-sequence Mamu-B17. The binding affinity (normalized) is 0.0743. (2) The peptide sequence is ISNQEPLKL. The MHC is HLA-A11:01 with pseudo-sequence HLA-A11:01. The binding affinity (normalized) is 0.0915. (3) The peptide sequence is FTQVSQVQRL. The MHC is H-2-Db with pseudo-sequence H-2-Db. The binding affinity (normalized) is 0. (4) The peptide sequence is CMIEWFGGKL. The MHC is Mamu-B17 with pseudo-sequence Mamu-B17. The binding affinity (normalized) is 0.332. (5) The peptide sequence is VFIHMVRCCK. The MHC is HLA-A68:01 with pseudo-sequence HLA-A68:01. The binding affinity (normalized) is 0.0658.